From a dataset of hERG Central: cardiac toxicity at 1µM, 10µM, and general inhibition. Predict hERG channel inhibition at various concentrations. (1) The drug is C=CCC1(CC=C)CCCN1C(=O)C1CCC(=O)N(CCc2ccc(Cl)cc2)C1. Results: hERG_inhib (hERG inhibition (general)): blocker. (2) The molecule is Br.COc1ccccc1NS(=O)(=O)c1cc(N2Cc3ccccc3C2=N)ccc1N1CCOCC1. Results: hERG_inhib (hERG inhibition (general)): blocker. (3) The compound is CCN1CCCC1Cn1cnc2c([nH]c3ccc(C)cc32)c1=O. Results: hERG_inhib (hERG inhibition (general)): blocker. (4) The drug is CCc1ccc(NC(=O)CN2CCC(C(=O)c3ccc(OC)cc3)CC2)cc1. Results: hERG_inhib (hERG inhibition (general)): blocker.